From a dataset of Full USPTO retrosynthesis dataset with 1.9M reactions from patents (1976-2016). Predict the reactants needed to synthesize the given product. Given the product [OH:1][C@H:2]([C:23]1[CH:24]=[N:25][CH:26]=[CH:27][CH:28]=1)[CH2:3][NH:4][C@H:5]([CH3:22])[CH2:6][C:7]1[C:15]2[C:10](=[C:11]([O:16][C@@H:17]([CH3:21])[C:18]([O:20][CH2:30][CH3:31])=[O:19])[CH:12]=[CH:13][CH:14]=2)[NH:9][CH:8]=1, predict the reactants needed to synthesize it. The reactants are: [OH:1][C@H:2]([C:23]1[CH:24]=[N:25][CH:26]=[CH:27][CH:28]=1)[CH2:3][NH:4][C@H:5]([CH3:22])[CH2:6][C:7]1[C:15]2[C:10](=[C:11]([O:16][C@@H:17]([CH3:21])[C:18]([OH:20])=[O:19])[CH:12]=[CH:13][CH:14]=2)[NH:9][CH:8]=1.Cl.[C:30](OCC)(=O)[CH3:31].C(OC(C)C)(C)C.